Dataset: Forward reaction prediction with 1.9M reactions from USPTO patents (1976-2016). Task: Predict the product of the given reaction. (1) Given the reactants [CH2:1]([N:4]1[C:8](=[O:9])[CH2:7][NH:6][C:5]1=[S:10])[CH:2]=[CH2:3].[CH:11](=O)[C:12]1[CH:17]=[CH:16][CH:15]=[CH:14][CH:13]=1.C(N(CC)CC)C.Cl, predict the reaction product. The product is: [CH2:1]([N:4]1[C:8](=[O:9])[C:7](=[CH:11][C:12]2[CH:17]=[CH:16][CH:15]=[CH:14][CH:13]=2)[NH:6][C:5]1=[S:10])[CH:2]=[CH2:3]. (2) Given the reactants [CH2:1]([O:16][C:17]1[CH:18]=[C:19]([CH:24]=[CH:25][CH:26]=1)[C:20]([O:22]C)=[O:21])[CH2:2][CH2:3][CH2:4][CH2:5][CH2:6][CH2:7][CH2:8][CH2:9][CH2:10][CH2:11][CH2:12][CH2:13][CH2:14][CH3:15].[OH-].[Na+].Cl.O, predict the reaction product. The product is: [CH2:1]([O:16][C:17]1[CH:18]=[C:19]([CH:24]=[CH:25][CH:26]=1)[C:20]([OH:22])=[O:21])[CH2:2][CH2:3][CH2:4][CH2:5][CH2:6][CH2:7][CH2:8][CH2:9][CH2:10][CH2:11][CH2:12][CH2:13][CH2:14][CH3:15].